Dataset: NCI-60 drug combinations with 297,098 pairs across 59 cell lines. Task: Regression. Given two drug SMILES strings and cell line genomic features, predict the synergy score measuring deviation from expected non-interaction effect. Drug 1: CN(C)C1=NC(=NC(=N1)N(C)C)N(C)C. Drug 2: C1=NNC2=C1C(=O)NC=N2. Cell line: SK-MEL-28. Synergy scores: CSS=0.558, Synergy_ZIP=4.18, Synergy_Bliss=8.78, Synergy_Loewe=2.92, Synergy_HSA=3.18.